From a dataset of Retrosynthesis with 50K atom-mapped reactions and 10 reaction types from USPTO. Predict the reactants needed to synthesize the given product. Given the product OC(c1ccccc1)(c1ccccc1)C12CC[N+](CCOC3CCCCO3)(CC1)CC2, predict the reactants needed to synthesize it. The reactants are: BrCCOC1CCCCO1.OC(c1ccccc1)(c1ccccc1)C12CCN(CC1)CC2.